Task: Predict the reactants needed to synthesize the given product.. Dataset: Full USPTO retrosynthesis dataset with 1.9M reactions from patents (1976-2016) (1) Given the product [Cl:10][C:11]1[N:16]=[CH:15][C:14]([C:2]2[CH:3]=[CH:4][C:5](=[O:9])[N:6]([CH3:8])[CH:7]=2)=[CH:13][CH:12]=1, predict the reactants needed to synthesize it. The reactants are: Br[C:2]1[CH:3]=[CH:4][C:5](=[O:9])[N:6]([CH3:8])[CH:7]=1.[Cl:10][C:11]1[N:16]=[CH:15][C:14](B(O)O)=[CH:13][CH:12]=1.C([O-])([O-])=O.[Na+].[Na+]. (2) The reactants are: Cl[CH2:2][C:3]1[O:4][C:5]2[CH:11]=[CH:10][C:9]([C:12]3[C:20]4[C:15](=[CH:16][C:17]([F:21])=[CH:18][CH:19]=4)[N:14]([S:22]([C:25]4[CH:30]=[CH:29][CH:28]=[CH:27][CH:26]=4)(=[O:24])=[O:23])[CH:13]=3)=[CH:8][C:6]=2[N:7]=1.[C:31]([O:35][C:36]([NH:38][C:39]([O:41][C:42]([CH3:45])([CH3:44])[CH3:43])=[O:40])=[O:37])([CH3:34])([CH3:33])[CH3:32].C([O-])([O-])=O.[K+].[K+]. Given the product [C:25]1([S:22]([N:14]2[C:15]3[C:20](=[CH:19][CH:18]=[C:17]([F:21])[CH:16]=3)[C:12]([C:9]3[CH:10]=[CH:11][C:5]4[O:4][C:3]([CH2:2][N:38]([C:36]([O:35][C:31]([CH3:34])([CH3:33])[CH3:32])=[O:37])[C:39](=[O:40])[O:41][C:42]([CH3:44])([CH3:45])[CH3:43])=[N:7][C:6]=4[CH:8]=3)=[CH:13]2)(=[O:24])=[O:23])[CH:30]=[CH:29][CH:28]=[CH:27][CH:26]=1, predict the reactants needed to synthesize it. (3) Given the product [CH2:16]([O:30][C:13]([C:3]1[C:2]([O:1][CH2:16][C:17]2[CH:22]=[CH:21][CH:20]=[CH:19][CH:18]=2)=[CH:11][C:10]2[C:5](=[CH:6][C:7]([O:27][CH2:24][C:2]3[CH:3]=[CH:4][CH:5]=[CH:10][CH:11]=3)=[CH:8][CH:9]=2)[CH:4]=1)=[O:15])[C:17]1[CH:22]=[CH:21][CH:20]=[CH:19][CH:18]=1, predict the reactants needed to synthesize it. The reactants are: [OH:1][C:2]1[C:3]([C:13]([OH:15])=O)=[CH:4][C:5]2[C:10]([CH:11]=1)=[CH:9][CH:8]=[C:7](O)[CH:6]=2.[CH2:16](Br)[C:17]1[CH:22]=[CH:21][CH:20]=[CH:19][CH:18]=1.[C:24](=[O:27])([O-])[O-].[K+].[K+].[OH2:30].